This data is from Catalyst prediction with 721,799 reactions and 888 catalyst types from USPTO. The task is: Predict which catalyst facilitates the given reaction. (1) Reactant: [CH2:1]([O:3][CH:4]([O:10][CH2:11][CH3:12])[C:5]([O:7]CC)=O)[CH3:2].C(OCC)C.[CH:18]1[C:27]2[C:22](=[CH:23][CH:24]=[CH:25][CH:26]=2)[CH:21]=[CH:20][C:19]=1[CH2:28][Mg]Br.[Cl-].[NH4+]. Product: [CH2:11]([O:10][CH:4]([O:3][CH2:1][CH3:2])[C:5](=[O:7])[CH2:28][C:19]1[CH:20]=[CH:21][C:22]2[C:27](=[CH:26][CH:25]=[CH:24][CH:23]=2)[CH:18]=1)[CH3:12]. The catalyst class is: 1. (2) Reactant: Cl[S:2]([CH2:5][CH2:6][CH2:7][NH:8][C:9](=[O:11])[CH3:10])(=[O:4])=[O:3].[C:12]([O:20][CH2:21][CH2:22][O:23][C:24](=[O:33])[NH:25][CH2:26][CH2:27][C:28]([CH3:32])([CH3:31])[CH2:29][OH:30])(=[O:19])[C:13]1[CH:18]=[CH:17][CH:16]=[CH:15][CH:14]=1.C(N(CC)CC)C. Product: [C:12]([O:20][CH2:21][CH2:22][O:23][C:24](=[O:33])[NH:25][CH2:26][CH2:27][C:28]([CH3:31])([CH3:32])[CH2:29][O:30][S:2]([CH2:5][CH2:6][CH2:7][NH:8][C:9](=[O:11])[CH3:10])(=[O:4])=[O:3])(=[O:19])[C:13]1[CH:14]=[CH:15][CH:16]=[CH:17][CH:18]=1. The catalyst class is: 154. (3) Reactant: [CH:1]([Si:4]([CH:20]([CH3:22])[CH3:21])([CH:17]([CH3:19])[CH3:18])[O:5][CH2:6][CH2:7][C:8]1[S:12][CH:11]=[N:10][C:9]=1[C:13](OC)=[O:14])([CH3:3])[CH3:2].C1COCC1.[AlH4-].[Li+].O. Product: [CH:17]([Si:4]([CH:1]([CH3:3])[CH3:2])([CH:20]([CH3:22])[CH3:21])[O:5][CH2:6][CH2:7][C:8]1[S:12][CH:11]=[N:10][C:9]=1[CH2:13][OH:14])([CH3:18])[CH3:19]. The catalyst class is: 15. (4) Reactant: Br[C:2]1[N:10]([CH2:11][C:12]2[CH:17]=[C:16]([Cl:18])[CH:15]=[C:14]([CH2:19][O:20][Si:21]([C:34]([CH3:37])([CH3:36])[CH3:35])([C:28]3[CH:33]=[CH:32][CH:31]=[CH:30][CH:29]=3)[C:22]3[CH:27]=[CH:26][CH:25]=[CH:24][CH:23]=3)[CH:13]=2)[C:9]2[C:4](=[N:5][C:6]([Cl:38])=[CH:7][CH:8]=2)[CH:3]=1.[O:39]1[CH2:44][CH2:43][CH2:42][CH2:41][CH:40]1[N:45]1[C:49](B2OC(C)(C)C(C)(C)O2)=[CH:48][CH:47]=[N:46]1.C([O-])([O-])=O.[Na+].[Na+]. Product: [Si:21]([O:20][CH2:19][C:14]1[CH:13]=[C:12]([CH:17]=[C:16]([Cl:18])[CH:15]=1)[CH2:11][N:10]1[C:9]2[C:4](=[N:5][C:6]([Cl:38])=[CH:7][CH:8]=2)[CH:3]=[C:2]1[C:49]1[N:45]([CH:40]2[CH2:41][CH2:42][CH2:43][CH2:44][O:39]2)[N:46]=[CH:47][CH:48]=1)([C:34]([CH3:37])([CH3:36])[CH3:35])([C:28]1[CH:33]=[CH:32][CH:31]=[CH:30][CH:29]=1)[C:22]1[CH:27]=[CH:26][CH:25]=[CH:24][CH:23]=1. The catalyst class is: 108. (5) Reactant: [Cl:1][C:2]1[CH:3]=[C:4]([NH:8][C:9]([C:11]2[CH:16]=[CH:15][CH:14]=[C:13]([CH3:17])[N:12]=2)=[O:10])[CH:5]=[CH:6][CH:7]=1.[Li]CCCC.CCCCCC.[I:29]I. Product: [Cl:1][C:2]1[CH:3]=[C:4]([NH:8][C:9]([C:11]2[C:16]([I:29])=[CH:15][CH:14]=[C:13]([CH3:17])[N:12]=2)=[O:10])[CH:5]=[CH:6][CH:7]=1. The catalyst class is: 1. (6) Reactant: Br[CH:2]([CH2:6][CH2:7][CH2:8][CH3:9])[C:3]([OH:5])=[O:4].[CH3:10][O:11][C:12]1[CH:13]=[C:14]([OH:18])[CH:15]=[CH:16][CH:17]=1.[NH2:19][C:20]1[S:21][CH:22]=[CH:23][N:24]=1. Product: [CH3:10][O:11][C:12]1[CH:13]=[C:14]([CH:15]=[CH:16][CH:17]=1)[O:18][CH:2]([CH2:6][CH2:7][CH2:8][CH3:9])[C:3]([OH:5])=[O:4].[CH3:10][O:11][C:12]1[CH:13]=[C:14]([CH:15]=[CH:16][CH:17]=1)[O:18][CH:2]([CH2:6][CH2:7][CH2:8][CH3:9])[C:3]([NH:19][C:20]1[S:21][CH:22]=[CH:23][N:24]=1)=[O:5]. The catalyst class is: 1.